Dataset: Full USPTO retrosynthesis dataset with 1.9M reactions from patents (1976-2016). Task: Predict the reactants needed to synthesize the given product. (1) Given the product [NH:9]([CH:10]1[CH2:14][CH2:13][N:12]([C:15]([O:17][CH2:18][C:19]2[CH:24]=[CH:23][CH:22]=[CH:21][CH:20]=2)=[O:16])[CH2:11]1)[NH2:8], predict the reactants needed to synthesize it. The reactants are: C(OC([NH:8][NH:9][CH:10]1[CH2:14][CH2:13][N:12]([C:15]([O:17][CH2:18][C:19]2[CH:24]=[CH:23][CH:22]=[CH:21][CH:20]=2)=[O:16])[CH2:11]1)=O)(C)(C)C.Cl. (2) Given the product [C:22]1([CH:7]([C:1]2[CH:2]=[CH:3][CH:4]=[CH:5][CH:6]=2)[CH2:8][C:9]([NH:11][C:12]2([C:18]([OH:20])=[O:19])[CH2:17][CH2:16][CH2:15][CH2:14][CH2:13]2)=[O:10])[CH:23]=[CH:24][CH:25]=[CH:26][CH:27]=1, predict the reactants needed to synthesize it. The reactants are: [C:1]1([CH:7]([C:22]2[CH:27]=[CH:26][CH:25]=[CH:24][CH:23]=2)[CH2:8][C:9]([NH:11][C:12]2([C:18]([O:20]C)=[O:19])[CH2:17][CH2:16][CH2:15][CH2:14][CH2:13]2)=[O:10])[CH:6]=[CH:5][CH:4]=[CH:3][CH:2]=1.[Li+].[OH-]. (3) The reactants are: [Br:1][C:2]1[CH:10]=[N:9][CH:8]=[CH:7][C:3]=1[C:4]([OH:6])=O.[NH:11]1[CH2:15][CH2:14][CH2:13][CH2:12]1.C(Cl)CCl.C1C=CC2N(O)N=NC=2C=1. Given the product [Br:1][C:2]1[CH:10]=[N:9][CH:8]=[CH:7][C:3]=1[C:4]([N:11]1[CH2:15][CH2:14][CH2:13][CH2:12]1)=[O:6], predict the reactants needed to synthesize it. (4) The reactants are: [CH2:1]([C:5]1[N:6]=[C:7]([CH3:36])[N:8]([C:27]2[CH:32]=[CH:31][CH:30]=[C:29]([CH:33]([OH:35])[CH3:34])[CH:28]=2)[C:9](=[O:26])[C:10]=1[CH2:11][C:12]1[CH:17]=[CH:16][C:15]([C:18]2[C:19]([C:24]#[N:25])=[CH:20][CH:21]=[CH:22][CH:23]=2)=[CH:14][CH:13]=1)[CH2:2][CH2:3][CH3:4].C(N(CC)CC)C.[C:44]([Si:48](Cl)([CH3:50])[CH3:49])([CH3:47])([CH3:46])[CH3:45].C(OCC)(=O)C. Given the product [CH2:1]([C:5]1[N:6]=[C:7]([CH3:36])[N:8]([C:27]2[CH:32]=[CH:31][CH:30]=[C:29]([CH:33]([O:35][Si:48]([C:44]([CH3:47])([CH3:46])[CH3:45])([CH3:50])[CH3:49])[CH3:34])[CH:28]=2)[C:9](=[O:26])[C:10]=1[CH2:11][C:12]1[CH:13]=[CH:14][C:15]([C:18]2[C:19]([C:24]#[N:25])=[CH:20][CH:21]=[CH:22][CH:23]=2)=[CH:16][CH:17]=1)[CH2:2][CH2:3][CH3:4], predict the reactants needed to synthesize it. (5) Given the product [NH2:1][C:2]1[C:3]2[N:4]([C:8]([C@H:30]3[CH2:40][N:34]4[C:35](=[O:39])[CH2:36][N:37]([CH2:47][C:48]([O:50][CH3:51])=[O:49])[CH2:38][C@@H:33]4[CH2:32][CH2:31]3)=[N:9][C:10]=2[C:11]2[CH:29]=[CH:28][C:14]([C:15](=[O:16])[NH:17][C:18]3[CH:23]=[C:22]([C:24]([F:25])([F:27])[F:26])[CH:21]=[CH:20][N:19]=3)=[CH:13][CH:12]=2)[CH:5]=[CH:6][N:7]=1, predict the reactants needed to synthesize it. The reactants are: [NH2:1][C:2]1[C:3]2[N:4]([C:8]([C@H:30]3[CH2:40][N:34]4[C:35](=[O:39])[CH2:36][NH:37][CH2:38][C@@H:33]4[CH2:32][CH2:31]3)=[N:9][C:10]=2[C:11]2[CH:29]=[CH:28][C:14]([C:15]([NH:17][C:18]3[CH:23]=[C:22]([C:24]([F:27])([F:26])[F:25])[CH:21]=[CH:20][N:19]=3)=[O:16])=[CH:13][CH:12]=2)[CH:5]=[CH:6][N:7]=1.C([O-])(O)=O.[Na+].Br[CH2:47][C:48]([O:50][CH3:51])=[O:49].O. (6) Given the product [C:1]([O:5][C:6]([N:8]1[C:16]2[C:11](=[CH:12][CH:13]=[CH:14][CH:15]=2)[C:10]([CH:17]([C:18]2[CH:19]=[CH:20][CH:21]=[CH:22][CH:23]=2)[O:24][C:34](=[O:37])[CH2:35][CH3:36])=[CH:9]1)=[O:7])([CH3:4])([CH3:2])[CH3:3], predict the reactants needed to synthesize it. The reactants are: [C:1]([O:5][C:6]([N:8]1[C:16]2[C:11](=[CH:12][CH:13]=[CH:14][CH:15]=2)[C:10]([CH:17]([OH:24])[C:18]2[CH:23]=[CH:22][CH:21]=[CH:20][CH:19]=2)=[CH:9]1)=[O:7])([CH3:4])([CH3:3])[CH3:2].CC1C=CN=C(N)C=1C.[C:34](O[C:34](=[O:37])[CH2:35][CH3:36])(=[O:37])[CH2:35][CH3:36]. (7) The reactants are: CC1(C)C(C)(C)OB([C:9]2[CH:33]=[CH:32][C:12]([O:13][CH2:14][C:15]3[CH:27]=[CH:26][C:25]([C:28]([F:31])([F:30])[F:29])=[CH:24][C:16]=3[C:17]([O:19][C:20]([CH3:23])([CH3:22])[CH3:21])=[O:18])=[CH:11][CH:10]=2)O1.Br[C:36]1[CH:41]=[CH:40][C:39]([CH2:42][C:43]([O:45][CH3:46])=[O:44])=[CH:38][CH:37]=1. Given the product [CH3:46][O:45][C:43]([CH2:42][C:39]1[CH:40]=[CH:41][C:36]([C:9]2[CH:33]=[CH:32][C:12]([O:13][CH2:14][C:15]3[CH:27]=[CH:26][C:25]([C:28]([F:29])([F:30])[F:31])=[CH:24][C:16]=3[C:17]([O:19][C:20]([CH3:21])([CH3:23])[CH3:22])=[O:18])=[CH:11][CH:10]=2)=[CH:37][CH:38]=1)=[O:44], predict the reactants needed to synthesize it. (8) Given the product [CH3:1][O:2][C:3](=[O:24])[C:4]1[CH:9]=[CH:8][CH:7]=[C:6]([NH:10][C:11](=[O:23])[C:12]2[CH:17]=[CH:16][C:15]([O:18][CH3:19])=[C:14]([NH2:20])[CH:13]=2)[CH:5]=1, predict the reactants needed to synthesize it. The reactants are: [CH3:1][O:2][C:3](=[O:24])[C:4]1[CH:9]=[CH:8][CH:7]=[C:6]([NH:10][C:11](=[O:23])[C:12]2[CH:17]=[CH:16][C:15]([O:18][CH3:19])=[C:14]([N+:20]([O-])=O)[CH:13]=2)[CH:5]=1. (9) Given the product [C:1]([O:5][C:6]([N:8]1[CH2:9][CH2:10][C:11](=[CH:14][C:31](=[O:32])[NH:23][CH2:22][C:21]2[CH:24]=[CH:25][C:26]([F:27])=[C:19]([F:18])[CH:20]=2)[CH2:12][CH2:13]1)=[O:7])([CH3:2])([CH3:3])[CH3:4], predict the reactants needed to synthesize it. The reactants are: [C:1]([O:5][C:6]([N:8]1[CH2:13][CH2:12][CH:11]([C:14](O)=O)[CH2:10][C:9]1=C)=[O:7])([CH3:4])([CH3:3])[CH3:2].[F:18][C:19]1[CH:20]=[C:21]([CH:24]=[CH:25][C:26]=1[F:27])[CH2:22][NH2:23].CN1CC[O:32][CH2:31]C1. (10) Given the product [C:1]([O:5][C:6]([N:8]1[C:17]2[C:12](=[CH:13][C:14]([C:18]3[CH:23]=[CH:22][CH:21]=[CH:20][CH:19]=3)=[CH:15][CH:16]=2)[C:11]([CH2:24][CH3:28])=[CH:10][C:9]1([CH3:27])[CH3:26])=[O:7])([CH3:4])([CH3:3])[CH3:2], predict the reactants needed to synthesize it. The reactants are: [C:1]([O:5][C:6]([N:8]1[C:17]2[C:12](=[CH:13][C:14]([C:18]3[CH:23]=[CH:22][CH:21]=[CH:20][CH:19]=3)=[CH:15][CH:16]=2)[C:11]([CH2:24]Br)=[CH:10][C:9]1([CH3:27])[CH3:26])=[O:7])([CH3:4])([CH3:3])[CH3:2].[CH3:28][Mg+].[Br-].